From a dataset of Merck oncology drug combination screen with 23,052 pairs across 39 cell lines. Regression. Given two drug SMILES strings and cell line genomic features, predict the synergy score measuring deviation from expected non-interaction effect. (1) Drug 1: O=c1[nH]cc(F)c(=O)[nH]1. Drug 2: C=CCn1c(=O)c2cnc(Nc3ccc(N4CCN(C)CC4)cc3)nc2n1-c1cccc(C(C)(C)O)n1. Cell line: CAOV3. Synergy scores: synergy=24.0. (2) Drug 1: CN1C(=O)C=CC2(C)C3CCC4(C)C(NC(=O)OCC(F)(F)F)CCC4C3CCC12. Drug 2: NC1CCCCC1N.O=C(O)C(=O)O.[Pt+2]. Cell line: SKMEL30. Synergy scores: synergy=2.55. (3) Drug 2: CCC1(O)C(=O)OCc2c1cc1n(c2=O)Cc2cc3c(CN(C)C)c(O)ccc3nc2-1. Synergy scores: synergy=2.96. Cell line: VCAP. Drug 1: COC1=C2CC(C)CC(OC)C(O)C(C)C=C(C)C(OC(N)=O)C(OC)C=CC=C(C)C(=O)NC(=CC1=O)C2=O. (4) Drug 1: O=c1[nH]cc(F)c(=O)[nH]1. Drug 2: O=C(CCCCCCC(=O)Nc1ccccc1)NO. Cell line: A2780. Synergy scores: synergy=-3.85. (5) Drug 1: O=C(NOCC(O)CO)c1ccc(F)c(F)c1Nc1ccc(I)cc1F. Drug 2: CCC1(O)C(=O)OCc2c1cc1n(c2=O)Cc2cc3c(CN(C)C)c(O)ccc3nc2-1. Cell line: T47D. Synergy scores: synergy=13.1.